From a dataset of Forward reaction prediction with 1.9M reactions from USPTO patents (1976-2016). Predict the product of the given reaction. (1) Given the reactants [CH3:1][O:2][C:3](=[O:12])[C:4]1[CH:9]=[CH:8][CH:7]=[C:6]([CH2:10]Br)[CH:5]=1.[NH:13]1[CH2:17][CH2:16][CH2:15][CH2:14]1.C([O-])([O-])=O.[K+].[K+], predict the reaction product. The product is: [CH3:1][O:2][C:3](=[O:12])[C:4]1[CH:9]=[CH:8][CH:7]=[C:6]([CH2:10][N:13]2[CH2:17][CH2:16][CH2:15][CH2:14]2)[CH:5]=1. (2) Given the reactants Cl[C:2]1[N:11]=[C:10]([NH:12][C:13]2[NH:14][N:15]=[C:16]([CH:18]3[CH2:20][CH2:19]3)[CH:17]=2)[C:9]2[C:4](=[CH:5][CH:6]=[C:7]([N:21]3[CH2:26][CH2:25][CH2:24][CH2:23][CH2:22]3)[CH:8]=2)[N:3]=1.C(OC([N:34]1[C:42]2[C:37](=[CH:38][CH:39]=[C:40]([NH2:43])[CH:41]=2)[C:36](=[O:44])[NH:35]1)=O)(C)(C)C.C([O-])(O)=O.[Na+].C(O)(C(F)(F)F)=O, predict the reaction product. The product is: [CH:18]1([C:16]2[CH:17]=[C:13]([NH:12][C:10]3[C:9]4[C:4](=[CH:5][CH:6]=[C:7]([N:21]5[CH2:26][CH2:25][CH2:24][CH2:23][CH2:22]5)[CH:8]=4)[N:3]=[C:2]([NH:43][C:40]4[CH:41]=[C:42]5[C:37]([C:36](=[O:44])[NH:35][NH:34]5)=[CH:38][CH:39]=4)[N:11]=3)[NH:14][N:15]=2)[CH2:20][CH2:19]1.